From a dataset of Reaction yield outcomes from USPTO patents with 853,638 reactions. Predict the reaction yield, written as a fraction of the theoretical maximum amount of product (1.0 means a 100% yield; for example, 0.34 means a 34% yield). (1) The yield is 0.840. The catalyst is C1COCC1.[Cu]Br.[Cu](Br)Br. The product is [CH2:6]([O:13][C:14]([NH:16][C@@H:17]([CH2:22][C:23](=[O:24])[CH3:3])[C:18]([O:20][CH3:21])=[O:19])=[O:15])[C:7]1[CH:12]=[CH:11][CH:10]=[CH:9][CH:8]=1. The reactants are [Br-].[Li+].[CH3:3][Mg]Cl.[CH2:6]([O:13][C:14]([NH:16][C@@H:17]([CH2:22][C:23](Cl)=[O:24])[C:18]([O:20][CH3:21])=[O:19])=[O:15])[C:7]1[CH:12]=[CH:11][CH:10]=[CH:9][CH:8]=1.[Cl-].[NH4+]. (2) The product is [Cl:1][C:2]1[CH:23]=[C:22]([Cl:24])[CH:21]=[CH:20][C:3]=1[CH2:4][N:5]1[C:9](/[CH:10]=[CH:11]/[C:12]([NH:32][S:29]([CH2:28][CH2:27][CH:26]([CH3:33])[CH3:25])(=[O:31])=[O:30])=[O:14])=[CH:8][C:7]([O:15][CH2:16][CH2:17][O:18][CH3:19])=[N:6]1. The reactants are [Cl:1][C:2]1[CH:23]=[C:22]([Cl:24])[CH:21]=[CH:20][C:3]=1[CH2:4][N:5]1[C:9](/[CH:10]=[CH:11]/[C:12]([OH:14])=O)=[CH:8][C:7]([O:15][CH2:16][CH2:17][O:18][CH3:19])=[N:6]1.[CH3:25][CH:26]([CH3:33])[CH2:27][CH2:28][S:29]([NH2:32])(=[O:31])=[O:30].N12CCCN=C1CCCCC2. The catalyst is CN(C)C=O. The yield is 0.440. (3) The reactants are [CH:1]([C:3]1[N:4]=[C:5]([C:19]2[CH:24]=[CH:23][CH:22]=[CH:21][CH:20]=2)[N:6]([CH:8]([C:13]2[CH:18]=[CH:17][CH:16]=[CH:15][CH:14]=2)[C:9]([O:11][CH3:12])=[O:10])[CH:7]=1)=O.CO.[CH3:27][NH2:28].[BH4-].[Na+].[ClH:31].C(=O)([O-])O.[Na+]. The catalyst is CO. The product is [ClH:31].[ClH:31].[CH3:12][O:11][C:9](=[O:10])[CH:8]([N:6]1[CH:7]=[C:3]([CH2:1][NH:28][CH3:27])[N:4]=[C:5]1[C:19]1[CH:20]=[CH:21][CH:22]=[CH:23][CH:24]=1)[C:13]1[CH:18]=[CH:17][CH:16]=[CH:15][CH:14]=1. The yield is 0.400. (4) The reactants are [CH3:1][N:2]1[C:10]2[C:5](=[CH:6][C:7]([C:11]3[N:16]4[N:17]=[C:18]([NH2:20])[N:19]=[C:15]4[CH:14]=[N:13][CH:12]=3)=[CH:8][CH:9]=2)[CH:4]=[N:3]1.BrC1C=CC([CH2:28][S:29](CC2C=CC(Br)=CC=2)(=[O:31])=[O:30])=CC=1.[CH:40]1(P([CH:40]2[CH2:45][CH2:44][CH2:43][CH2:42][CH2:41]2)C2C=CC=CC=2C2C=CC=CC=2N(C)C)[CH2:45][CH2:44][CH2:43][CH2:42][CH2:41]1. The catalyst is C(O)(C)(C)C. The product is [CH3:28][S:29]([C:40]1[CH:45]=[CH:44][C:43]([NH:20][C:18]2[N:19]=[C:15]3[CH:14]=[N:13][CH:12]=[C:11]([C:7]4[CH:6]=[C:5]5[C:10](=[CH:9][CH:8]=4)[N:2]([CH3:1])[N:3]=[CH:4]5)[N:16]3[N:17]=2)=[CH:42][CH:41]=1)(=[O:31])=[O:30]. The yield is 0.0500. (5) The reactants are Br[C:2]1[C:6]([Br:7])=[CH:5][S:4][C:3]=1[C:8](=O)[CH2:9][CH2:10][CH2:11][CH2:12][CH2:13][CH2:14][CH2:15][CH2:16][CH2:17][CH2:18][CH2:19][CH2:20][CH3:21].C(=O)([O-])[O-].[K+].[K+].[CH2:29]([O:31][C:32](=[O:35])[CH2:33][SH:34])[CH3:30]. The catalyst is CN(C)C=O.C1OCCOC2C(=CC=CC=2)OCCOCCOC2C(=CC=CC=2)OC1. The product is [CH2:29]([O:31][C:32]([C:33]1[S:34][C:2]2[C:6]([Br:7])=[CH:5][S:4][C:3]=2[C:8]=1[CH2:9][CH2:10][CH2:11][CH2:12][CH2:13][CH2:14][CH2:15][CH2:16][CH2:17][CH2:18][CH2:19][CH2:20][CH3:21])=[O:35])[CH3:30]. The yield is 0.870. (6) The reactants are [Br:1][C:2]1[CH:3]=[C:4]([CH2:8][CH2:9][CH2:10][CH2:11][OH:12])[CH:5]=[CH:6][CH:7]=1.[C:13]1([CH3:23])[CH:18]=[CH:17][C:16]([S:19](Cl)(=[O:21])=[O:20])=[CH:15][CH:14]=1.C(N(CC)CC)C.[NH4+].[Cl-]. The catalyst is C1COCC1. The product is [Br:1][C:2]1[CH:3]=[C:4]([CH2:8][CH2:9][CH2:10][CH2:11][O:12][S:19]([C:16]2[CH:17]=[CH:18][C:13]([CH3:23])=[CH:14][CH:15]=2)(=[O:21])=[O:20])[CH:5]=[CH:6][CH:7]=1. The yield is 0.760. (7) The reactants are [I:1][C:2]1[CH:3]=[C:4]([N+:9]([O-])=O)[C:5]([NH2:8])=[N:6][CH:7]=1.C(O)C.Cl. The catalyst is [Fe].O. The product is [I:1][C:2]1[CH:3]=[C:4]([NH2:9])[C:5]([NH2:8])=[N:6][CH:7]=1. The yield is 0.600.